This data is from Forward reaction prediction with 1.9M reactions from USPTO patents (1976-2016). The task is: Predict the product of the given reaction. Given the reactants C1(P(C2C=CC=CC=2)C2C=CC=CC=2)C=CC=CC=1.N(C(OC(C)C)=O)=NC(OC(C)C)=O.[OH:34][C:35]1[CH:44]=[CH:43][CH:42]=[C:41]2[C:36]=1[CH:37]=[CH:38][CH:39]=[N:40]2.[C:45]([O:50][CH3:51])(=[O:49])[C@@H:46]([CH3:48])O, predict the reaction product. The product is: [CH3:51][O:50][C:45](=[O:49])[C@@H:46]([O:34][C:35]1[CH:44]=[CH:43][CH:42]=[C:41]2[C:36]=1[CH:37]=[CH:38][CH:39]=[N:40]2)[CH3:48].